This data is from Reaction yield outcomes from USPTO patents with 853,638 reactions. The task is: Predict the reaction yield, written as a fraction of the theoretical maximum amount of product (1.0 means a 100% yield; for example, 0.34 means a 34% yield). (1) The reactants are [CH3:1][O:2][C:3]([C:5]1[S:6][C:7]([N+]([O-])=O)=[C:8]([S:10]([C:13]2[CH:14]=[N:15][C:16]([Cl:20])=[C:17]([Br:19])[CH:18]=2)(=[O:12])=[O:11])[CH:9]=1)=[O:4].[CH3:24][S-:25].[Na+]. No catalyst specified. The product is [CH3:1][O:2][C:3]([C:5]1[S:6][C:7]([S:25][CH3:24])=[C:8]([S:10]([C:13]2[CH:14]=[N:15][C:16]([Cl:20])=[C:17]([Br:19])[CH:18]=2)(=[O:12])=[O:11])[CH:9]=1)=[O:4]. The yield is 0.210. (2) No catalyst specified. The product is [F:8][C:7]1[C:2]([C:31]2[CH:32]=[CH:33][C:28]([S:25]([CH3:24])(=[O:27])=[O:26])=[CH:29][CH:30]=2)=[CH:3][C:4]([C:9]2[N:10]=[C:11]([CH:21]([CH3:23])[CH3:22])[NH:12][C:13]=2[C:14]2[CH:19]=[CH:18][CH:17]=[C:16]([CH3:20])[N:15]=2)=[CH:5][CH:6]=1. The yield is 0.100. The reactants are Br[C:2]1[CH:3]=[C:4]([C:9]2[N:10]=[C:11]([CH:21]([CH3:23])[CH3:22])[NH:12][C:13]=2[C:14]2[CH:19]=[CH:18][CH:17]=[C:16]([CH3:20])[N:15]=2)[CH:5]=[CH:6][C:7]=1[F:8].[CH3:24][S:25]([C:28]1[CH:33]=[CH:32][C:31](B(O)O)=[CH:30][CH:29]=1)(=[O:27])=[O:26]. (3) The reactants are [CH3:1][O:2][C:3]([NH:5][C@H:6]([C:10]([N:12]1[CH2:16][CH2:15][CH2:14][C@H:13]1[C:17]1[NH:18][C:19]2[CH:29]=[CH:28][C:27]3[C:22](=[CH:23][CH:24]=[C:25]4[C:37]5[CH:36]=[CH:35][C:34]([C:38]6[NH:42][C:41]([C@H:43]7[CH2:47][CH2:46][CH2:45][N:44]7C(OC(C)(C)C)=O)=[N:40][CH:39]=6)=[CH:33][C:32]=5[CH2:31][O:30][C:26]4=3)[C:20]=2[N:21]=1)=[O:11])[CH:7]([CH3:9])[CH3:8])=[O:4].Cl.[CH3:56][O:57][C:58]([NH:60][C@@H:61]([CH:65]([CH3:67])[CH3:66])[C:62](O)=[O:63])=[O:59].CN(C(ON1N=NC2C=CC=NC1=2)=[N+](C)C)C.F[P-](F)(F)(F)(F)F.C(N(C(C)C)CC)(C)C. The catalyst is CN(C)C=O.C(#N)C.CO.[OH-].[Na+].C(OCC)(=O)C.C(O)C. The product is [CH3:1][O:2][C:3]([NH:5][C@@H:6]([CH:7]([CH3:9])[CH3:8])[C:10]([N:12]1[CH2:16][CH2:15][CH2:14][C@H:13]1[C:17]1[NH:18][C:19]2[CH:29]=[CH:28][C:27]3[C:22](=[CH:23][CH:24]=[C:25]4[C:37]5[CH:36]=[CH:35][C:34]([C:38]6[NH:42][C:41]([C@H:43]7[CH2:47][CH2:46][CH2:45][N:44]7[C:62](=[O:63])[C@@H:61]([NH:60][C:58](=[O:59])[O:57][CH3:56])[CH:65]([CH3:67])[CH3:66])=[N:40][CH:39]=6)=[CH:33][C:32]=5[CH2:31][O:30][C:26]4=3)[C:20]=2[N:21]=1)=[O:11])=[O:4]. The yield is 0.670. (4) The reactants are [F:1][C:2]([F:20])([F:19])[C:3]([N:5]1[CH2:14][CH2:13][C:12]2[C:7](=[CH:8][C:9]([S:15](Cl)(=[O:17])=[O:16])=[CH:10][CH:11]=2)[CH2:6]1)=[O:4].[NH2:21][C:22]1[S:23][CH:24]=[CH:25][N:26]=1.CC#N. The catalyst is N1C=CC=CC=1. The product is [S:23]1[CH:24]=[CH:25][N:26]=[C:22]1[NH:21][S:15]([C:9]1[CH:8]=[C:7]2[C:12]([CH2:13][CH2:14][N:5]([C:3](=[O:4])[C:2]([F:20])([F:19])[F:1])[CH2:6]2)=[CH:11][CH:10]=1)(=[O:17])=[O:16]. The yield is 0.700. (5) The reactants are Br[C:2]1[C:6]2[CH:7]=[C:8]([CH:11]=[O:12])[CH:9]=[CH:10][C:5]=2[O:4][CH:3]=1.[C:13]1([C:19]#[CH:20])[CH:18]=[CH:17][CH:16]=[CH:15][CH:14]=1. The catalyst is C1COCC1.[Cu]I. The product is [C:13]1([C:19]#[C:20][C:2]2[C:6]3[CH:7]=[C:8]([CH:11]=[O:12])[CH:9]=[CH:10][C:5]=3[O:4][CH:3]=2)[CH:18]=[CH:17][CH:16]=[CH:15][CH:14]=1. The yield is 0.560. (6) The reactants are [O:1]1[C:5]2([CH2:10][CH2:9][C:8](=[O:11])[CH2:7][CH2:6]2)[O:4][CH2:3][CH2:2]1.[BH4-].[Na+]. The catalyst is CO. The product is [O:1]1[C:5]2([CH2:10][CH2:9][CH:8]([OH:11])[CH2:7][CH2:6]2)[O:4][CH2:3][CH2:2]1. The yield is 0.620.